This data is from Full USPTO retrosynthesis dataset with 1.9M reactions from patents (1976-2016). The task is: Predict the reactants needed to synthesize the given product. Given the product [CH:2]([C:3]1[NH:4][C:5]([C:10]#[N:11])=[C:6]([C:7]#[N:8])[N:9]=1)=[CH2:1], predict the reactants needed to synthesize it. The reactants are: [CH2:1]=[CH:2][CH:3]=[N:4]/[C:5](/[C:10]#[N:11])=[C:6](/[NH2:9])\[C:7]#[N:8].C([O-])(=O)C.C([O-])(=O)C.C([O-])(=O)C.C([O-])(=O)C.[Pb+4].C=CC=N/C(/C#N)=C(/N)\C#N.C(#N)C.